Dataset: Peptide-MHC class II binding affinity with 134,281 pairs from IEDB. Task: Regression. Given a peptide amino acid sequence and an MHC pseudo amino acid sequence, predict their binding affinity value. This is MHC class II binding data. (1) The binding affinity (normalized) is 0.188. The MHC is DRB1_1501 with pseudo-sequence DRB1_1501. The peptide sequence is AWHAAGTYRIHDGRG. (2) The MHC is DRB1_0701 with pseudo-sequence DRB1_0701. The binding affinity (normalized) is 0.676. The peptide sequence is AYESYKFIPALEAAVKQAYAATVAAA. (3) The peptide sequence is EQISVLRKAFDAFDR. The MHC is HLA-DQA10501-DQB10301 with pseudo-sequence HLA-DQA10501-DQB10301. The binding affinity (normalized) is 0.213. (4) The peptide sequence is INEPMAAAIAYGLDR. The MHC is HLA-DQA10102-DQB10602 with pseudo-sequence HLA-DQA10102-DQB10602. The binding affinity (normalized) is 0.876. (5) The peptide sequence is TVWEQILNTWLVKPG. The MHC is DRB1_1201 with pseudo-sequence DRB1_1201. The binding affinity (normalized) is 0.201. (6) The peptide sequence is NMLTHSINSLISDNL. The MHC is DRB1_0901 with pseudo-sequence DRB1_0901. The binding affinity (normalized) is 0.745. (7) The peptide sequence is KASNPNYLAILVKYV. The MHC is DRB1_0701 with pseudo-sequence DRB1_0701. The binding affinity (normalized) is 0.815. (8) The peptide sequence is VDCRPFNGGESKLKA. The MHC is HLA-DPA10201-DPB11401 with pseudo-sequence HLA-DPA10201-DPB11401. The binding affinity (normalized) is 0.